Dataset: Forward reaction prediction with 1.9M reactions from USPTO patents (1976-2016). Task: Predict the product of the given reaction. (1) The product is: [NH2:2][CH2:1][C:3]1[CH:8]=[CH:7][C:6]([CH:9]([CH3:31])[C:10]([NH:12][CH2:13][C:14]2[C:15]([C:24]3[CH:25]=[C:26]([CH3:30])[CH:27]=[CH:28][CH:29]=3)=[N:16][C:17]([C:20]([F:23])([F:21])[F:22])=[CH:18][CH:19]=2)=[O:11])=[CH:5][C:4]=1[CH3:32]. Given the reactants [C:1]([C:3]1[CH:8]=[CH:7][C:6]([CH:9]([CH3:31])[C:10]([NH:12][CH2:13][C:14]2[C:15]([C:24]3[CH:25]=[C:26]([CH3:30])[CH:27]=[CH:28][CH:29]=3)=[N:16][C:17]([C:20]([F:23])([F:22])[F:21])=[CH:18][CH:19]=2)=[O:11])=[CH:5][C:4]=1[CH3:32])#[N:2].[BH4-].[Na+], predict the reaction product. (2) The product is: [CH2:1]([OH:7])[C:2]1[O:6][CH:5]=[CH:4][CH:3]=1.[O:16]1[C:10]([CH2:9][OH:8])=[CH:11][CH:12]=[C:13]1[CH2:14][OH:15]. Given the reactants [CH:1](=[O:7])[C:2]1[O:6][CH:5]=[CH:4][CH:3]=1.[OH:8][CH2:9][C:10]1[O:16][C:13]([CH:14]=[O:15])=[CH:12][CH:11]=1, predict the reaction product. (3) Given the reactants CC(OC([NH:8][S:9]([N:12]1[CH2:17][CH2:16][N:15]([C:18]2[CH:19]=[C:20]([CH2:24][N:25]3[C:33]4[C:28](=[CH:29][CH:30]=[CH:31][CH:32]=4)[C:27]([C:34]4[CH:39]=[CH:38][C:37]([C:40]([CH3:43])([CH3:42])[CH3:41])=[CH:36][CH:35]=4)=[C:26]3[C:44]([O:46]CC3C=CC=CC=3)=[O:45])[CH:21]=[CH:22][CH:23]=2)[CH2:14][CH2:13]1)(=[O:11])=[O:10])=O)(C)C, predict the reaction product. The product is: [NH2:8][S:9]([N:12]1[CH2:17][CH2:16][N:15]([C:18]2[CH:19]=[C:20]([CH2:24][N:25]3[C:33]4[C:28](=[CH:29][CH:30]=[CH:31][CH:32]=4)[C:27]([C:34]4[CH:35]=[CH:36][C:37]([C:40]([CH3:42])([CH3:43])[CH3:41])=[CH:38][CH:39]=4)=[C:26]3[C:44]([OH:46])=[O:45])[CH:21]=[CH:22][CH:23]=2)[CH2:14][CH2:13]1)(=[O:11])=[O:10].